From a dataset of NCI-60 drug combinations with 297,098 pairs across 59 cell lines. Regression. Given two drug SMILES strings and cell line genomic features, predict the synergy score measuring deviation from expected non-interaction effect. (1) Drug 1: CCCS(=O)(=O)NC1=C(C(=C(C=C1)F)C(=O)C2=CNC3=C2C=C(C=N3)C4=CC=C(C=C4)Cl)F. Drug 2: C(CC(=O)O)C(=O)CN.Cl. Cell line: MDA-MB-231. Synergy scores: CSS=1.76, Synergy_ZIP=-2.04, Synergy_Bliss=-5.91, Synergy_Loewe=-8.10, Synergy_HSA=-7.86. (2) Drug 1: CS(=O)(=O)C1=CC(=C(C=C1)C(=O)NC2=CC(=C(C=C2)Cl)C3=CC=CC=N3)Cl. Drug 2: C1=CC(=CC=C1CC(C(=O)O)N)N(CCCl)CCCl.Cl. Cell line: A498. Synergy scores: CSS=4.54, Synergy_ZIP=-1.53, Synergy_Bliss=2.42, Synergy_Loewe=-0.551, Synergy_HSA=-0.444.